This data is from Peptide-MHC class I binding affinity with 185,985 pairs from IEDB/IMGT. The task is: Regression. Given a peptide amino acid sequence and an MHC pseudo amino acid sequence, predict their binding affinity value. This is MHC class I binding data. The peptide sequence is VAFYCAGRF. The MHC is HLA-B46:01 with pseudo-sequence HLA-B46:01. The binding affinity (normalized) is 0.388.